This data is from Forward reaction prediction with 1.9M reactions from USPTO patents (1976-2016). The task is: Predict the product of the given reaction. (1) Given the reactants [CH3:1][Si](C=[N+]=[N-])(C)C.[CH2:8]([N:15]1[CH:23]=[N:22][C:21]2[C:16]1=[N:17][C:18]([C:27]1[CH:32]=[CH:31][C:30]([Cl:33])=[C:29]([O:34][CH3:35])[C:28]=1[F:36])=[N:19][C:20]=2[C:24]([OH:26])=[O:25])[C:9]1[CH:14]=[CH:13][CH:12]=[CH:11][CH:10]=1.C(O)(=O)C, predict the reaction product. The product is: [CH2:8]([N:15]1[CH:23]=[N:22][C:21]2[C:16]1=[N:17][C:18]([C:27]1[CH:32]=[CH:31][C:30]([Cl:33])=[C:29]([O:34][CH3:35])[C:28]=1[F:36])=[N:19][C:20]=2[C:24]([O:26][CH3:1])=[O:25])[C:9]1[CH:14]=[CH:13][CH:12]=[CH:11][CH:10]=1. (2) Given the reactants [NH:1]1[CH:6]=[CH:5][CH:4]=[N:3][C:2]1=[O:7].[CH2:8]1[O:10][CH:9]1[CH2:11]O.[H-].[Na+], predict the reaction product. The product is: [O:10]1[CH2:8][CH:9]1[CH2:11][O:7][C:2]1[N:1]=[CH:6][CH:5]=[CH:4][N:3]=1.